From a dataset of Reaction yield outcomes from USPTO patents with 853,638 reactions. Predict the reaction yield, written as a fraction of the theoretical maximum amount of product (1.0 means a 100% yield; for example, 0.34 means a 34% yield). The reactants are Cl[C:2]1[N:7]=[C:6]([N:8]([CH3:26])[CH:9]2[CH2:25][CH2:24][C:12]3([CH2:16][N:15]([C:17]([O:19][C:20]([CH3:23])([CH3:22])[CH3:21])=[O:18])[CH2:14][CH2:13]3)[CH2:11][CH2:10]2)[CH:5]=[CH:4][N:3]=1.Cl.[CH3:28][N:29]1[C:37]([CH3:38])=[C:36]2[C:31]([CH:32]=[C:33]([NH2:39])[CH:34]=[CH:35]2)=[N:30]1.CCN(C(C)C)C(C)C. The catalyst is CCCCO. The product is [CH3:28][N:29]1[C:37]([CH3:38])=[C:36]2[C:31]([CH:32]=[C:33]([NH:39][C:2]3[N:7]=[C:6]([N:8]([CH3:26])[CH:9]4[CH2:10][CH2:11][C:12]5([CH2:16][N:15]([C:17]([O:19][C:20]([CH3:23])([CH3:22])[CH3:21])=[O:18])[CH2:14][CH2:13]5)[CH2:24][CH2:25]4)[CH:5]=[CH:4][N:3]=3)[CH:34]=[CH:35]2)=[N:30]1. The yield is 1.00.